Predict which catalyst facilitates the given reaction. From a dataset of Catalyst prediction with 721,799 reactions and 888 catalyst types from USPTO. (1) Reactant: [C:9](O[C:9]([O:11][C:12]([CH3:15])([CH3:14])[CH3:13])=[O:10])([O:11][C:12]([CH3:15])([CH3:14])[CH3:13])=[O:10].[Br:16][C:17]1[CH:30]=[CH:29][CH:28]=[C:27]2[C:18]=1[S:19][C:20]1[CH:21]=[CH:22][C:23]([NH2:31])=[CH:24][C:25]=1[CH2:26]2. Product: [C:12]([O:11][C:9](=[O:10])[NH:31][C:23]1[CH:22]=[CH:21][C:20]2[S:19][C:18]3[C:27](=[CH:28][CH:29]=[CH:30][C:17]=3[Br:16])[CH2:26][C:25]=2[CH:24]=1)([CH3:13])([CH3:14])[CH3:15]. The catalyst class is: 1. (2) Reactant: C([O:3][C:4](=[O:33])[CH:5]([C:26]1[CH:27]=[C:28]([CH3:32])[CH:29]=[CH:30][CH:31]=1)[CH2:6][C:7]1[CH:11]=[C:10]([C:12]2[CH:17]=[CH:16][C:15]([Br:18])=[CH:14][CH:13]=2)[N:9]([C:19]2[CH:24]=[CH:23][C:22]([CH3:25])=[CH:21][CH:20]=2)[N:8]=1)C.[Li+].[OH-]. Product: [Br:18][C:15]1[CH:16]=[CH:17][C:12]([C:10]2[N:9]([C:19]3[CH:20]=[CH:21][C:22]([CH3:25])=[CH:23][CH:24]=3)[N:8]=[C:7]([CH2:6][CH:5]([C:26]3[CH:27]=[C:28]([CH3:32])[CH:29]=[CH:30][CH:31]=3)[C:4]([OH:33])=[O:3])[CH:11]=2)=[CH:13][CH:14]=1. The catalyst class is: 20. (3) Reactant: CO[C:3]([C:5]1[N:6]=[C:7]([C:23]#[N:24])[C:8]2[C:13]([C:14]=1[OH:15])=[CH:12][CH:11]=[C:10]([O:16][C:17]1[CH:22]=[CH:21][CH:20]=[CH:19][CH:18]=1)[CH:9]=2)=[O:4].[C:25]([O:29][C:30]([C:32]1([CH2:40][NH2:41])[CH2:37][CH2:36][S:35](=[O:39])(=[O:38])[CH2:34][CH2:33]1)=[O:31])([CH3:28])([CH3:27])[CH3:26]. Product: [C:25]([O:29][C:30]([C:32]1([CH2:40][NH:41][C:3]([C:5]2[N:6]=[C:7]([C:23]#[N:24])[C:8]3[C:13]([C:14]=2[OH:15])=[CH:12][CH:11]=[C:10]([O:16][C:17]2[CH:22]=[CH:21][CH:20]=[CH:19][CH:18]=2)[CH:9]=3)=[O:4])[CH2:33][CH2:34][S:35](=[O:38])(=[O:39])[CH2:36][CH2:37]1)=[O:31])([CH3:28])([CH3:27])[CH3:26]. The catalyst class is: 14. (4) Reactant: [H-].[Na+].[CH3:3][CH2:4][C:5](=[O:11])[CH2:6][C:7](=[O:10])[CH2:8][CH3:9].[CH2:12]([O:14][C:15](=[O:18])[CH2:16]Br)[CH3:13].[Cl-].[NH4+]. The catalyst class is: 7. Product: [CH2:12]([O:14][C:15](=[O:18])[CH2:16][CH:6]([C:5](=[O:11])[CH2:4][CH3:3])[C:7](=[O:10])[CH2:8][CH3:9])[CH3:13]. (5) Reactant: [Si:1]([O:8][CH:9]1[C:15]2[CH:16]=[C:17]([Cl:20])[CH:18]=[CH:19][C:14]=2[C:13](=O)[CH2:12][CH2:11][CH2:10]1)([C:4]([CH3:7])([CH3:6])[CH3:5])([CH3:3])[CH3:2].[CH3:22][O:23][C:24]1[CH:31]=[C:30]([O:32][CH3:33])[CH:29]=[CH:28][C:25]=1[CH2:26][NH2:27].CCN(CC)CC. Product: [Si:1]([O:8][CH:9]1[C:15]2[CH:16]=[C:17]([Cl:20])[CH:18]=[CH:19][C:14]=2[C:13](=[N:27][CH2:26][C:25]2[CH:28]=[CH:29][C:30]([O:32][CH3:33])=[CH:31][C:24]=2[O:23][CH3:22])[CH2:12][CH2:11][CH2:10]1)([C:4]([CH3:5])([CH3:6])[CH3:7])([CH3:2])[CH3:3]. The catalyst class is: 388. (6) Reactant: [C:1]1([CH3:17])[CH:6]=[CH:5][CH:4]=[CH:3][C:2]=1[C:7]1([CH2:13][C:14]([OH:16])=[O:15])[CH2:12][CH2:11][NH:10][CH2:9][CH2:8]1.Cl[C:19]([O:21][CH:22]1[CH:29]2[CH2:30][CH:25]3[CH2:26][CH:27]([CH2:31][CH:23]1[CH2:24]3)[CH2:28]2)=[O:20].CCN(C(C)C)C(C)C. Product: [CH:29]12[CH2:30][CH:25]3[CH2:26][CH:27]([CH2:31][CH:23]([CH2:24]3)[CH:22]1[O:21][C:19]([N:10]1[CH2:9][CH2:8][C:7]([CH2:13][C:14]([OH:16])=[O:15])([C:2]3[CH:3]=[CH:4][CH:5]=[CH:6][C:1]=3[CH3:17])[CH2:12][CH2:11]1)=[O:20])[CH2:28]2. The catalyst class is: 10.